From a dataset of Catalyst prediction with 721,799 reactions and 888 catalyst types from USPTO. Predict which catalyst facilitates the given reaction. (1) Reactant: [NH:1]1[C:9]2[C:4](=[CH:5][C:6]([C:10]3[C:18]4[C:13](=[N:14][CH:15]=[N:16][C:17]=4[NH2:19])[N:12]([CH3:20])[N:11]=3)=[CH:7][CH:8]=2)[CH2:3][CH2:2]1.[F:21][C:22]1[CH:27]=[CH:26][CH:25]=[CH:24][C:23]=1[CH2:28][C:29](O)=[O:30].CN(C(ON1N=NC2C=CC=NC1=2)=[N+](C)C)C.F[P-](F)(F)(F)(F)F.CCN(C(C)C)C(C)C. Product: [F:21][C:22]1[CH:27]=[CH:26][CH:25]=[CH:24][C:23]=1[CH2:28][C:29]([N:1]1[C:9]2[C:4](=[CH:5][C:6]([C:10]3[C:18]4[C:13](=[N:14][CH:15]=[N:16][C:17]=4[NH2:19])[N:12]([CH3:20])[N:11]=3)=[CH:7][CH:8]=2)[CH2:3][CH2:2]1)=[O:30]. The catalyst class is: 18. (2) Reactant: [C:1]([CH:3]([CH:7]1[C:11]([Cl:12])=[C:10](Cl)C(=O)O1)[C:4]([NH2:6])=[O:5])#[N:2].Cl.[Cl:16][C:17]1[CH:18]=[CH:19][C:20]([S:25]([CH:28]([CH3:30])[CH3:29])(=[O:27])=[O:26])=[C:21]([CH2:23][NH2:24])[CH:22]=1.C(=O)([O-])[O-].[K+].[K+].[OH-].[Na+]. Product: [ClH:12].[Cl:12][C:11]1[CH:7]=[C:3]([C:4]([NH2:6])=[O:5])[C:1](=[NH:2])[N:24]([CH2:23][C:21]2[CH:22]=[C:17]([Cl:16])[CH:18]=[CH:19][C:20]=2[S:25]([CH:28]([CH3:30])[CH3:29])(=[O:27])=[O:26])[CH:10]=1. The catalyst class is: 8.